This data is from Forward reaction prediction with 1.9M reactions from USPTO patents (1976-2016). The task is: Predict the product of the given reaction. Given the reactants [Cl:1][C:2]1[CH:9]=[CH:8][C:5]([CH2:6]Cl)=[CH:4][CH:3]=1.[C:10]([CH2:13]C(=O)C)(=[O:12])[CH3:11].C([O-])([O-])=O.[K+].[K+], predict the reaction product. The product is: [Cl:1][C:2]1[CH:9]=[CH:8][C:5]([CH2:6][CH2:11][C:10](=[O:12])[CH3:13])=[CH:4][CH:3]=1.